This data is from Reaction yield outcomes from USPTO patents with 853,638 reactions. The task is: Predict the reaction yield, written as a fraction of the theoretical maximum amount of product (1.0 means a 100% yield; for example, 0.34 means a 34% yield). (1) The reactants are [Si:1]([O:8][CH2:9][CH2:10][CH2:11][C:12]([NH:14][CH2:15][C:16]1[N:17]=[C:18]2[CH:24]=[C:23]([C:25]3[C:33]4[C:28](=[CH:29][CH:30]=[C:31]([O:34][CH3:35])[CH:32]=4)[N:27]([CH3:36])[CH:26]=3)[N:22]([CH2:37][O:38][CH2:39][CH2:40][Si:41]([CH3:44])([CH3:43])[CH3:42])[C:19]2=[N:20][CH:21]=1)=O)([C:4]([CH3:7])([CH3:6])[CH3:5])([CH3:3])[CH3:2].COC1C=CC(P2(SP(C3C=CC(OC)=CC=3)(=S)S2)=[S:54])=CC=1. The catalyst is O1CCOCC1. The product is [Si:1]([O:8][CH2:9][CH2:10][CH2:11][C:12](=[S:54])[NH:14][CH2:15][C:16]1[N:17]=[C:18]2[CH:24]=[C:23]([C:25]3[C:33]4[C:28](=[CH:29][CH:30]=[C:31]([O:34][CH3:35])[CH:32]=4)[N:27]([CH3:36])[CH:26]=3)[N:22]([CH2:37][O:38][CH2:39][CH2:40][Si:41]([CH3:44])([CH3:43])[CH3:42])[C:19]2=[N:20][CH:21]=1)([C:4]([CH3:7])([CH3:6])[CH3:5])([CH3:3])[CH3:2]. The yield is 1.00. (2) The reactants are C1([O:7][C:8](=O)[N:9]([C:19]2[CH:24]=[C:23]([O:25][C:26]3[CH:31]=[CH:30][C:29]([NH:32][C:33]([C:35]4([C:38](=[O:48])[NH:39][C:40]5[CH:45]=[CH:44][C:43]([F:46])=[CH:42][C:41]=5[F:47])[CH2:37][CH2:36]4)=[O:34])=[C:28]([F:49])[CH:27]=3)[CH:22]=[CH:21][N:20]=2)C(OC2C=CC=CC=2)=O)C=CC=CC=1.[CH3:51][N:52]1[CH2:57][CH2:56][CH:55]([NH:58][CH3:59])[CH2:54][CH2:53]1. The catalyst is CN(C)C=O. The product is [F:47][C:41]1[CH:42]=[C:43]([F:46])[CH:44]=[CH:45][C:40]=1[NH:39][C:38]([C:35]1([C:33]([NH:32][C:29]2[CH:30]=[CH:31][C:26]([O:25][C:23]3[CH:22]=[CH:21][N:20]=[C:19]([NH:9][C:8]([N:58]([CH3:59])[CH:55]4[CH2:56][CH2:57][N:52]([CH3:51])[CH2:53][CH2:54]4)=[O:7])[CH:24]=3)=[CH:27][C:28]=2[F:49])=[O:34])[CH2:37][CH2:36]1)=[O:48]. The yield is 0.140. (3) The reactants are [CH2:1]([Sn](CCCC)(CCCC)C=C)[CH2:2]CC.[Cl-].[Li+].Br[C:19]1[CH:20]=[CH:21][CH:22]=[C:23]2[C:27]=1[NH:26][CH:25]=[CH:24]2.O. The catalyst is CN(C)C=O.C1([Pd-2](Cl)(Cl)C2C=CC=CC=2)C=CC=CC=1.C1(P(C2C=CC=CC=2)C2C=CC=CC=2)C=CC=CC=1.C(OCC)(=O)C. The product is [CH:1]([C:19]1[CH:20]=[CH:21][CH:22]=[C:23]2[C:27]=1[NH:26][CH:25]=[CH:24]2)=[CH2:2]. The yield is 0.800. (4) The reactants are [Br:1][C:2]1[C:3](/[CH:16]=[C:17](\[CH3:21])/[C:18]([OH:20])=[O:19])=[C:4]([O:14]C)[C:5]2[C:10]([C:11]=1[O:12]C)=[CH:9][CH:8]=[CH:7][CH:6]=2.[N+]([O-])(O)=O. The catalyst is C(OCC)(=O)C.CC(O)=O.[Ag]=O. The product is [Br:1][C:2]1[C:11](=[O:12])[C:10]2[C:5](=[CH:6][CH:7]=[CH:8][CH:9]=2)[C:4](=[O:14])[C:3]=1/[CH:16]=[C:17](\[CH3:21])/[C:18]([OH:20])=[O:19]. The yield is 0.460. (5) The reactants are C(OC([NH:8][CH2:9][C:10]1[C:18]([Br:19])=[CH:17][CH:16]=[CH:15][C:11]=1[C:12]([OH:14])=[O:13])=O)(C)(C)C.[ClH:20]. The catalyst is C(OCC)C. The product is [ClH:20].[NH2:8][CH2:9][C:10]1[C:18]([Br:19])=[CH:17][CH:16]=[CH:15][C:11]=1[C:12]([OH:14])=[O:13]. The yield is 0.130. (6) The reactants are [F:1][CH:2]([F:18])[C:3](=O)[CH2:4][C:5]([C:7]1[CH:12]=[CH:11][CH:10]=[C:9]([C:13]([F:16])([F:15])[F:14])[CH:8]=1)=O.[NH2:19][C:20]1[CH:24]=[CH:23][NH:22][N:21]=1. The catalyst is C(O)(=O)C. The product is [F:14][C:13]([F:16])([F:15])[C:9]1[CH:8]=[C:7]([C:5]2[CH:4]=[C:3]([CH:2]([F:18])[F:1])[N:21]3[N:22]=[CH:23][CH:24]=[C:20]3[N:19]=2)[CH:12]=[CH:11][CH:10]=1. The yield is 0.820.